Dataset: Forward reaction prediction with 1.9M reactions from USPTO patents (1976-2016). Task: Predict the product of the given reaction. (1) Given the reactants [N:1]1([C:5]([C:7]2[S:15][C:14]3[C:9](=[N:10][CH:11]=[CH:12][C:13]=3Cl)[CH:8]=2)=[O:6])[CH2:4][CH2:3][CH2:2]1.[Cl:17][C:18]1[CH:23]=[C:22]([OH:24])[CH:21]=[CH:20][C:19]=1[CH2:25][C:26]([NH:28][CH3:29])=[O:27], predict the reaction product. The product is: [N:1]1([C:5]([C:7]2[S:15][C:14]3[C:9](=[N:10][CH:11]=[CH:12][C:13]=3[O:24][C:22]3[CH:21]=[CH:20][C:19]([CH2:25][C:26]([NH:28][CH3:29])=[O:27])=[C:18]([Cl:17])[CH:23]=3)[CH:8]=2)=[O:6])[CH2:4][CH2:3][CH2:2]1. (2) Given the reactants C[O:2][C:3](=[O:33])[CH:4]([CH3:32])[CH2:5][C:6]1[S:7][C:8]([S:11]([N:14]2[CH2:19][CH2:18][N:17]([C:20]3[CH:25]=[CH:24][C:23]([F:26])=[CH:22][C:21]=3[C:27]([F:30])([F:29])[F:28])[CH2:16][C@H:15]2[CH3:31])(=[O:13])=[O:12])=[CH:9][CH:10]=1.[Li+].[OH-].O.Cl, predict the reaction product. The product is: [F:26][C:23]1[CH:24]=[CH:25][C:20]([N:17]2[CH2:18][CH2:19][N:14]([S:11]([C:8]3[S:7][C:6]([CH2:5][CH:4]([CH3:32])[C:3]([OH:33])=[O:2])=[CH:10][CH:9]=3)(=[O:12])=[O:13])[C@H:15]([CH3:31])[CH2:16]2)=[C:21]([C:27]([F:30])([F:28])[F:29])[CH:22]=1. (3) Given the reactants C1(P(C2C=CC=CC=2)C2C=CC=CC=2)C=CC=CC=1.BrN1C(=O)CCC1=O.[CH:28]1([CH2:33][C@H:34]([C:38]2[CH:43]=[CH:42][C:41]([Cl:44])=[C:40]([Cl:45])[CH:39]=2)[C:35]([OH:37])=O)[CH2:32][CH2:31][CH2:30][CH2:29]1.[NH2:46][C:47]1[NH:48][C:49]2[CH:55]=[CH:54][CH:53]=[CH:52][C:50]=2[N:51]=1.N1C=CC=CC=1, predict the reaction product. The product is: [NH:48]1[C:49]2[CH:55]=[CH:54][CH:53]=[CH:52][C:50]=2[N:51]=[C:47]1[NH:46][C:35](=[O:37])[C@@H:34]([C:38]1[CH:43]=[CH:42][C:41]([Cl:44])=[C:40]([Cl:45])[CH:39]=1)[CH2:33][CH:28]1[CH2:29][CH2:30][CH2:31][CH2:32]1. (4) Given the reactants [NH2:1][C:2]1[C:3]([Cl:22])=[C:4]([C:10]2([OH:21])[CH2:13][N:12]([C:14]([O:16][C:17]([CH3:20])([CH3:19])[CH3:18])=[O:15])[CH2:11]2)[CH:5]=[C:6]([C:8]#[N:9])[CH:7]=1.Cl[C:24]1[N:29]=[C:28]([N:30]([CH:40]2[CH2:42][CH2:41]2)[CH2:31][C:32]2[CH:37]=[CH:36][C:35]([O:38][CH3:39])=[CH:34][CH:33]=2)[C:27]2=[N:43][CH:44]=[C:45]([C:46]#[N:47])[N:26]2[N:25]=1.C([O-])([O-])=O.[Cs+].[Cs+].CC1(C)C2C(=C(P(C3C=CC=CC=3)C3C=CC=CC=3)C=CC=2)OC2C(P(C3C=CC=CC=3)C3C=CC=CC=3)=CC=CC1=2, predict the reaction product. The product is: [Cl:22][C:3]1[C:2]([NH:1][C:24]2[N:29]=[C:28]([N:30]([CH:40]3[CH2:42][CH2:41]3)[CH2:31][C:32]3[CH:37]=[CH:36][C:35]([O:38][CH3:39])=[CH:34][CH:33]=3)[C:27]3=[N:43][CH:44]=[C:45]([C:46]#[N:47])[N:26]3[N:25]=2)=[CH:7][C:6]([C:8]#[N:9])=[CH:5][C:4]=1[C:10]1([OH:21])[CH2:13][N:12]([C:14]([O:16][C:17]([CH3:18])([CH3:19])[CH3:20])=[O:15])[CH2:11]1. (5) Given the reactants CCN(C(C)C)C(C)C.[C:10]([C:14]1[N:22]=[C:21]2[C:17]([N:18]=[CH:19][N:20]2[CH2:23][C:24]2[C:29]([Cl:30])=[CH:28][CH:27]=[CH:26][N:25]=2)=[C:16](Cl)[N:15]=1)([CH3:13])([CH3:12])[CH3:11].[S:32]1[CH2:36][CH2:35][NH:34][CH2:33]1.O, predict the reaction product. The product is: [C:10]([C:14]1[N:22]=[C:21]2[C:17]([N:18]=[CH:19][N:20]2[CH2:23][C:24]2[C:29]([Cl:30])=[CH:28][CH:27]=[CH:26][N:25]=2)=[C:16]([N:34]2[CH2:35][CH2:36][S:32][CH2:33]2)[N:15]=1)([CH3:13])([CH3:12])[CH3:11].